Dataset: Forward reaction prediction with 1.9M reactions from USPTO patents (1976-2016). Task: Predict the product of the given reaction. (1) The product is: [C:1]([OH:7])([C:3]([F:6])([F:5])[F:4])=[O:2].[C@@H:16]12[CH2:17][C@@H:18]1[CH2:19][C@@H:20]([C:21]1[NH:25][C:24]3[CH:26]=[C:27]([C:30]4[CH:39]=[N:38][C:37]5[C:32](=[CH:33][CH:34]=[C:35]([C:40]6[NH:44][C:43]([C@@H:45]7[CH2:50][C@@H:49]8[C@@H:47]([CH2:48]8)[NH:46]7)=[N:42][CH:41]=6)[CH:36]=5)[N:31]=4)[CH:28]=[CH:29][C:23]=3[N:22]=1)[NH:15]2. Given the reactants [C:1]([OH:7])([C:3]([F:6])([F:5])[F:4])=[O:2].C(OC([N:15]1[C@H:20]([C:21]2[NH:25][C:24]3[CH:26]=[C:27]([C:30]4[CH:39]=[N:38][C:37]5[C:32](=[CH:33][CH:34]=[C:35]([C:40]6[NH:44][C:43]([C@@H:45]7[CH2:50][C@@H:49]8[C@@H:47]([CH2:48]8)[N:46]7C(OC(C)(C)C)=O)=[N:42][CH:41]=6)[CH:36]=5)[N:31]=4)[CH:28]=[CH:29][C:23]=3[N:22]=2)[CH2:19][C@@H:18]2[C@H:16]1[CH2:17]2)=O)(C)(C)C, predict the reaction product. (2) The product is: [Br:1][C:2]1[CH:3]=[C:4]2[C:9](=[CH:10][CH:11]=1)[C:8](=[O:12])[NH:7][C:6](=[O:13])/[C:5]/2=[CH:14]\[NH:29][C:26]1[CH:25]=[CH:24][C:23]([N:22]([CH2:21][CH2:20][N:19]([CH3:31])[CH3:18])[CH3:30])=[CH:28][CH:27]=1. Given the reactants [Br:1][C:2]1[CH:3]=[C:4]2[C:9](=[CH:10][CH:11]=1)[C:8](=[O:12])[NH:7][C:6](=[O:13])/[C:5]/2=[CH:14]/OC.Cl.[CH3:18][N:19]([CH3:31])[CH2:20][CH2:21][N:22]([CH3:30])[C:23]1[CH:28]=[CH:27][C:26]([NH2:29])=[CH:25][CH:24]=1.C(N(CC)CC)C, predict the reaction product. (3) The product is: [CH3:13][O:1][C:2]1[CH:3]=[CH:4][C:5]([N+:10]([O-:12])=[O:11])=[C:6]([CH:9]=1)[CH:7]=[O:8]. Given the reactants [OH:1][C:2]1[CH:3]=[CH:4][C:5]([N+:10]([O-:12])=[O:11])=[C:6]([CH:9]=1)[CH:7]=[O:8].[CH3:13]N(C)C=O.C(=O)([O-])[O-].[K+].[K+].CI, predict the reaction product.